This data is from Rat liver microsome stability data. The task is: Regression/Classification. Given a drug SMILES string, predict its absorption, distribution, metabolism, or excretion properties. Task type varies by dataset: regression for continuous measurements (e.g., permeability, clearance, half-life) or binary classification for categorical outcomes (e.g., BBB penetration, CYP inhibition). Dataset: rlm. (1) The result is 1 (stable in rat liver microsomes). The drug is Cc1ccccc1C(=O)N1CCc2cc(-c3ccnc(NC(=O)Cc4ccccc4)n3)ccc21. (2) The molecule is O=C(Oc1cccc(N2CCS(=O)(=O)CC2)c1)N1CCC(c2ccccc2)CC1. The result is 1 (stable in rat liver microsomes). (3) The drug is Cc1ccc(Sc2ccccc2N2CCNCC2)c(C)c1. The result is 1 (stable in rat liver microsomes). (4) The compound is CC[C@H](NC(=O)c1c(O)c(-c2ccccc2)nc2ccccc12)c1ccccc1. The result is 0 (unstable in rat liver microsomes). (5) The molecule is Oc1ccc2oc(-c3cc(I)c(O)c4ncccc34)cc2c1. The result is 0 (unstable in rat liver microsomes).